From a dataset of Catalyst prediction with 721,799 reactions and 888 catalyst types from USPTO. Predict which catalyst facilitates the given reaction. (1) Reactant: [F:1][C:2]1[CH:3]=[C:4]([C:12]([NH:28][C:29](=O)[O:30]C(C)=C)([C:20]2[CH:25]=[CH:24][C:23]([O:26][CH3:27])=[CH:22][N:21]=2)[CH2:13][C:14]2[CH:19]=[CH:18][CH:17]=[CH:16][CH:15]=2)[CH:5]=[C:6]([C:8]([F:11])([F:10])[F:9])[CH:7]=1.[F:35][C:36]([F:40])([F:39])[CH2:37][NH2:38]. Product: [F:1][C:2]1[CH:3]=[C:4]([C@@:12]([NH:28][C:29]([NH:38][CH2:37][C:36]([F:40])([F:39])[F:35])=[O:30])([C:20]2[CH:25]=[CH:24][C:23]([O:26][CH3:27])=[CH:22][N:21]=2)[CH2:13][C:14]2[CH:15]=[CH:16][CH:17]=[CH:18][CH:19]=2)[CH:5]=[C:6]([C:8]([F:10])([F:11])[F:9])[CH:7]=1. The catalyst class is: 1. (2) Reactant: [C:1]([NH:8][C@H:9]([C:13]([OH:15])=O)[CH:10]([CH3:12])[CH3:11])([O:3][C:4]([CH3:7])([CH3:6])[CH3:5])=[O:2].Cl.[NH2:17][CH2:18][CH2:19][C:20]1[CH:25]=[CH:24][C:23]([OH:26])=[C:22]([O:27][CH3:28])[CH:21]=1.C(N(CC)C(C)C)C.F[P-](F)(F)(F)(F)F.N1(O[P+](N(C)C)(N(C)C)N(C)C)C2C=CC=CC=2N=N1. Product: [C:4]([O:3][C:1](=[O:2])[NH:8][C@H:9]([C:13](=[O:15])[NH:17][CH2:18][CH2:19][C:20]1[CH:25]=[CH:24][C:23]([OH:26])=[C:22]([O:27][CH3:28])[CH:21]=1)[CH:10]([CH3:11])[CH3:12])([CH3:5])([CH3:6])[CH3:7]. The catalyst class is: 35. (3) Reactant: [CH2:1]([O:3][C:4](=[O:36])[C:5]1[CH:10]=[CH:9][C:8]([NH:11][C:12]([NH:14][C@:15]([C:23]2[CH:28]=[CH:27][C:26]([CH2:29][CH2:30][C:31]([CH3:34])([CH3:33])[CH3:32])=[C:25]([Cl:35])[CH:24]=2)([CH3:22])[CH:16]([CH2:20]O)[CH:17]([CH3:19])[CH3:18])=[O:13])=[CH:7][CH:6]=1)[CH3:2].C(O)(=O)C.C(O)(=O)C.IC1C=CC=CC=1.CC1(C)N([O])C(C)(C)CCC1.S([O-])([O-])=O.[Na+].[Na+]. Product: [CH2:1]([O:3][C:4](=[O:36])[C:5]1[CH:6]=[CH:7][C:8]([N:11]2[CH:20]=[C:16]([CH:17]([CH3:18])[CH3:19])[C@@:15]([C:23]3[CH:28]=[CH:27][C:26]([CH2:29][CH2:30][C:31]([CH3:34])([CH3:32])[CH3:33])=[C:25]([Cl:35])[CH:24]=3)([CH3:22])[NH:14][C:12]2=[O:13])=[CH:9][CH:10]=1)[CH3:2]. The catalyst class is: 4.